This data is from Forward reaction prediction with 1.9M reactions from USPTO patents (1976-2016). The task is: Predict the product of the given reaction. Given the reactants [CH3:1][C:2]1[C:6]([CH2:7][N:8]2[CH:12]=[C:11]([N:13]3[C:17](=[O:18])[N:16]([CH3:19])[NH:15][C:14]3=[O:20])[CH:10]=[N:9]2)=[C:5]([CH3:21])[O:4][N:3]=1.C(N(CC)CC)C.[CH2:29](Br)[C:30]1[CH:35]=[CH:34][CH:33]=[CH:32][CH:31]=1, predict the reaction product. The product is: [CH2:29]([N:15]1[C:14](=[O:20])[N:13]([C:11]2[CH:10]=[N:9][N:8]([CH2:7][C:6]3[C:2]([CH3:1])=[N:3][O:4][C:5]=3[CH3:21])[CH:12]=2)[C:17](=[O:18])[N:16]1[CH3:19])[C:30]1[CH:35]=[CH:34][CH:33]=[CH:32][CH:31]=1.